This data is from Rat liver microsome stability data. The task is: Regression/Classification. Given a drug SMILES string, predict its absorption, distribution, metabolism, or excretion properties. Task type varies by dataset: regression for continuous measurements (e.g., permeability, clearance, half-life) or binary classification for categorical outcomes (e.g., BBB penetration, CYP inhibition). Dataset: rlm. The compound is CCn1c(C(=O)N[C@@H](C)CO)ccc1C(CC)(CC)c1ccc(OCS(=O)(=O)c2ccccc2)c(C)c1. The result is 0 (unstable in rat liver microsomes).